Task: Predict the reaction yield, written as a fraction of the theoretical maximum amount of product (1.0 means a 100% yield; for example, 0.34 means a 34% yield).. Dataset: Reaction yield outcomes from USPTO patents with 853,638 reactions (1) The reactants are [Cl:1][C:2]1[S:6][C:5]([C:7]([OH:9])=[O:8])=[CH:4][CH:3]=1.S(=O)(=O)(O)O.O.[CH3:16]O. No catalyst specified. The product is [Cl:1][C:2]1[S:6][C:5]([C:7]([O:9][CH3:16])=[O:8])=[CH:4][CH:3]=1. The yield is 0.910. (2) The reactants are [CH2:1]([C:5]1[N:6]=[C:7]([CH3:27])[NH:8][C:9](=[O:26])[C:10]=1[CH2:11][C:12]1[CH:17]=[CH:16][C:15]([C:18]2[C:19]([C:24]#[N:25])=[CH:20][CH:21]=[CH:22][CH:23]=2)=[CH:14][CH:13]=1)[CH2:2][CH2:3][CH3:4].C(=O)([O-])[O-].[K+].[K+].Br[CH2:35][C:36]1[CH:41]=[CH:40][C:39]([F:42])=[CH:38][C:37]=1[F:43].CN(C)C=O. The catalyst is C(OCC)(=O)C. The product is [CH2:1]([C:5]1[N:6]=[C:7]([CH3:27])[N:8]([CH2:35][C:36]2[CH:41]=[CH:40][C:39]([F:42])=[CH:38][C:37]=2[F:43])[C:9](=[O:26])[C:10]=1[CH2:11][C:12]1[CH:17]=[CH:16][C:15]([C:18]2[C:19]([C:24]#[N:25])=[CH:20][CH:21]=[CH:22][CH:23]=2)=[CH:14][CH:13]=1)[CH2:2][CH2:3][CH3:4]. The yield is 0.500. (3) The yield is 0.180. The product is [CH2:26]([O:1][CH2:2][C@@H:3]1[C@H:9]([C:10]2[CH:15]=[CH:14][C:13]([Cl:16])=[C:12]([Cl:17])[CH:11]=2)[CH2:8][C@@H:7]2[N:18]([CH3:19])[C@H:4]1[CH2:5][CH2:6]2)[CH3:27]. The catalyst is O1CCCC1. The reactants are [OH:1][CH2:2][C@@H:3]1[C@H:9]([C:10]2[CH:15]=[CH:14][C:13]([Cl:16])=[C:12]([Cl:17])[CH:11]=2)[CH2:8][C@@H:7]2[N:18]([CH3:19])[C@H:4]1[CH2:5][CH2:6]2.[H-].[Na+].S(OCC)(O[CH2:26][CH3:27])(=O)=O.O. (4) The reactants are [O:1]1[CH2:6][CH2:5][N:4]([CH2:7][C:8]2[CH:13]=[CH:12][C:11]([C:14]3[N:15]=[C:16]4[C:21]([C:22]([O:24]CC)=[O:23])=[CH:20][CH:19]=[CH:18][N:17]4[CH:27]=3)=[CH:10][CH:9]=2)[CH2:3][CH2:2]1.Cl. The catalyst is [OH-].[Na+]. The product is [O:1]1[CH2:6][CH2:5][N:4]([CH2:7][C:8]2[CH:13]=[CH:12][C:11]([C:14]3[N:15]=[C:16]4[C:21]([C:22]([OH:24])=[O:23])=[CH:20][CH:19]=[CH:18][N:17]4[CH:27]=3)=[CH:10][CH:9]=2)[CH2:3][CH2:2]1. The yield is 0.570. (5) The reactants are [C:1]([C:5]1[CH:6]=[CH:7][C:8]2[CH2:9][C:10]3[C:15]([C:16]=2[CH:17]=1)=[CH:14][C:13]([C:18]([CH3:21])([CH3:20])[CH3:19])=[CH:12][CH:11]=3)([CH3:4])([CH3:3])[CH3:2].CCCCCC.C([Li])CCC.[C:33]([C:37]1[CH:38]=[CH:39][C:40](=[C:42]([CH3:44])[CH3:43])[CH:41]=1)([CH3:36])([CH3:35])[CH3:34]. The catalyst is CCOCC.O. The product is [C:33]([C:37]1[CH:38]=[CH:39][CH:40]([C:42]([C:11]2[C:10]3[CH2:9][C:8]4[C:16](=[CH:17][C:5]([C:1]([CH3:4])([CH3:3])[CH3:2])=[CH:6][CH:7]=4)[C:15]=3[CH:14]=[C:13]([C:18]([CH3:21])([CH3:20])[CH3:19])[CH:12]=2)([CH3:44])[CH3:43])[CH:41]=1)([CH3:36])([CH3:35])[CH3:34]. The yield is 0.430.